This data is from Full USPTO retrosynthesis dataset with 1.9M reactions from patents (1976-2016). The task is: Predict the reactants needed to synthesize the given product. (1) Given the product [NH2:36][C:32]1[CH:31]=[CH:30][CH:29]=[C:28]2[C:33]=1[C:34](=[O:35])[N:26]([C:13]1[CH:14]=[C:15]([C:18]([N:20]3[CH2:21][CH2:22][O:23][CH2:24][CH2:25]3)=[O:19])[CH:16]=[CH:17][C:12]=1/[CH:11]=[CH:10]/[C:3]1[C:4]3[C:9](=[CH:8][CH:7]=[CH:6][CH:5]=3)[NH:1][N:2]=1)[C:27]2=[O:39], predict the reactants needed to synthesize it. The reactants are: [NH:1]1[C:9]2[C:4](=[CH:5][CH:6]=[CH:7][CH:8]=2)[C:3](/[CH:10]=[CH:11]/[C:12]2[CH:17]=[CH:16][C:15]([C:18]([N:20]3[CH2:25][CH2:24][O:23][CH2:22][CH2:21]3)=[O:19])=[CH:14][C:13]=2[N:26]2[C:34](=[O:35])[C:33]3[C:28](=[CH:29][CH:30]=[CH:31][C:32]=3[N+:36]([O-])=O)[C:27]2=[O:39])=[N:2]1.[Sn].Cl. (2) Given the product [O:18]1[C:14]2[CH:13]=[CH:12][N:11]=[C:10]([O:9][C:6]3[CH:7]=[CH:8][C:2]([B:54]4[O:55][C:56]([CH3:58])([CH3:57])[C:52]([CH3:59])([CH3:51])[O:53]4)=[C:3]([CH:5]=3)[NH2:4])[C:15]=2[CH:16]=[CH:17]1, predict the reactants needed to synthesize it. The reactants are: Br[C:2]1[CH:8]=[CH:7][C:6]([O:9][C:10]2[C:15]3[CH:16]=[CH:17][O:18][C:14]=3[CH:13]=[CH:12][N:11]=2)=[CH:5][C:3]=1[NH2:4].C1(C2C=CC=CC=2)C=CC=CC=1P(C1CCCCC1)C1CCCCC1.C(N(CC)CC)C.[CH3:51][C:52]1([CH3:59])[C:56]([CH3:58])([CH3:57])[O:55][BH:54][O:53]1. (3) Given the product [Br:1][C:2]1[CH:3]=[C:4]([C:8]([OH:10])=[O:9])[O:5][CH:6]=1, predict the reactants needed to synthesize it. The reactants are: [Br:1][C:2]1[CH:3]=[C:4]([C:8]([OH:10])=[O:9])[O:5][C:6]=1Br.O.CC(O)=O. (4) Given the product [Br:1][CH2:13][C@@H:12]([OH:15])[CH2:11][NH:10][C:8]([C:6]1[S:7][C:3]([Cl:2])=[CH:4][CH:5]=1)=[O:9], predict the reactants needed to synthesize it. The reactants are: [BrH:1].[Cl:2][C:3]1[S:7][C:6]([C:8]([NH:10][CH2:11][C@H:12]([OH:15])[CH2:13]O)=[O:9])=[CH:5][CH:4]=1.C(OC(=O)C)(=O)C.CO. (5) Given the product [F:31][C:32]([F:37])([F:36])[C:33]([OH:35])=[O:34].[CH3:29][O:28][C:26](=[O:27])[CH2:25][C:16]1[C:15]([CH3:30])=[C:14]([CH:11]2[CH2:10][CH2:9][NH:8][CH2:13][CH2:12]2)[C:23]2[C:18](=[CH:19][CH:20]=[C:21]([F:24])[CH:22]=2)[CH:17]=1, predict the reactants needed to synthesize it. The reactants are: C(OC([N:8]1[CH2:13][CH2:12][CH:11]([C:14]2[C:23]3[C:18](=[CH:19][CH:20]=[C:21]([F:24])[CH:22]=3)[CH:17]=[C:16]([CH2:25][C:26]([O:28][CH3:29])=[O:27])[C:15]=2[CH3:30])[CH2:10][CH2:9]1)=O)(C)(C)C.[F:31][C:32]([F:37])([F:36])[C:33]([OH:35])=[O:34]. (6) Given the product [CH:1]1([NH:4][C:8](=[O:9])[CH2:7][C:6](=[O:10])[CH3:5])[CH2:3][CH2:2]1, predict the reactants needed to synthesize it. The reactants are: [CH:1]1([NH2:4])[CH2:3][CH2:2]1.[CH2:5]=[C:6]1[O:10][C:8](=[O:9])[CH2:7]1.